This data is from Forward reaction prediction with 1.9M reactions from USPTO patents (1976-2016). The task is: Predict the product of the given reaction. Given the reactants [NH2:1][C:2]1[CH:10]=[CH:9][CH:8]=[C:7]2[C:3]=1[CH2:4][CH2:5][CH:6]2[OH:11].Cl[C:13]1[N:18]=[CH:17][N:16]=[C:15]([C:19]2[CH:24]=[CH:23][C:22]([C:25]([F:28])([F:27])[F:26])=[CH:21][C:20]=2[NH:29][CH2:30][CH:31]2[CH2:35][CH2:34][CH2:33][CH2:32]2)[CH:14]=1, predict the reaction product. The product is: [CH:31]1([CH2:30][NH:29][C:20]2[CH:21]=[C:22]([C:25]([F:28])([F:26])[F:27])[CH:23]=[CH:24][C:19]=2[C:15]2[N:16]=[CH:17][N:18]=[C:13]([NH:1][C:2]3[CH:10]=[CH:9][CH:8]=[C:7]4[C:3]=3[CH2:4][CH2:5][CH:6]4[OH:11])[CH:14]=2)[CH2:35][CH2:34][CH2:33][CH2:32]1.